This data is from Full USPTO retrosynthesis dataset with 1.9M reactions from patents (1976-2016). The task is: Predict the reactants needed to synthesize the given product. Given the product [CH3:1][O:2][C:3]1[CH:4]=[C:5]2[C:9](=[CH:10][CH:11]=1)[CH:8]([N:21]1[C:19]3=[N:20][C:15]([S:14][CH3:13])=[N:16][CH:17]=[C:18]3[CH:23]=[N:22]1)[CH2:7][CH2:6]2, predict the reactants needed to synthesize it. The reactants are: [CH3:1][O:2][C:3]1[CH:4]=[C:5]2[C:9](=[CH:10][CH:11]=1)[CH:8](O)[CH2:7][CH2:6]2.[CH3:13][S:14][C:15]1[N:20]=[C:19]2[NH:21][N:22]=[CH:23][C:18]2=[CH:17][N:16]=1.